From a dataset of Reaction yield outcomes from USPTO patents with 853,638 reactions. Predict the reaction yield, written as a fraction of the theoretical maximum amount of product (1.0 means a 100% yield; for example, 0.34 means a 34% yield). The reactants are CC(C)(C)C(OC[N:7]1[CH:11]=[N:10][C:9]([C:12]2[CH:17]=[CH:16][C:15]([C:18]3[CH:23]=[CH:22][CH:21]=[C:20]([CH2:24][NH:25][CH:26]4[CH2:34][C:33]5[C:28](=[CH:29][CH:30]=[CH:31][CH:32]=5)[CH2:27]4)[CH:19]=3)=[CH:14][CH:13]=2)=[N:8]1)=O.C[O-].[Na+].CO.[ClH:42].C([O-])([O-])=O.[Na+].[Na+]. The catalyst is CCO.O. The product is [ClH:42].[NH:7]1[CH:11]=[N:10][C:9]([C:12]2[CH:17]=[CH:16][C:15]([C:18]3[CH:23]=[CH:22][CH:21]=[C:20]([CH2:24][NH:25][CH:26]4[CH2:27][C:28]5[C:33](=[CH:32][CH:31]=[CH:30][CH:29]=5)[CH2:34]4)[CH:19]=3)=[CH:14][CH:13]=2)=[N:8]1. The yield is 0.890.